The task is: Predict the reactants needed to synthesize the given product.. This data is from Full USPTO retrosynthesis dataset with 1.9M reactions from patents (1976-2016). (1) Given the product [Cl:20][C:21]1[CH:22]=[C:23]([C:2]2[CH:7]=[C:6]([F:8])[C:5]([F:9])=[CH:4][C:3]=2[C:10]2[CH:15]=[CH:14][C:13]([S:16]([CH3:19])(=[O:18])=[O:17])=[CH:12][CH:11]=2)[CH:24]=[CH:25][C:26]=1[N:27]([CH3:29])[CH3:28], predict the reactants needed to synthesize it. The reactants are: Br[C:2]1[CH:7]=[C:6]([F:8])[C:5]([F:9])=[CH:4][C:3]=1[C:10]1[CH:15]=[CH:14][C:13]([S:16]([CH3:19])(=[O:18])=[O:17])=[CH:12][CH:11]=1.[Cl:20][C:21]1[CH:22]=[C:23](B(O)O)[CH:24]=[CH:25][C:26]=1[N:27]([CH3:29])[CH3:28]. (2) Given the product [CH2:17]([N:14]1[CH2:13][CH2:12][N:11]([CH2:9][CH2:8][C:5]2[CH:6]=[CH:7][C:2]([NH2:1])=[CH:3][C:4]=2[C:19]([F:22])([F:20])[F:21])[CH2:16][CH2:15]1)[CH3:18], predict the reactants needed to synthesize it. The reactants are: [NH2:1][C:2]1[CH:7]=[CH:6][C:5]([CH2:8][C:9]([N:11]2[CH2:16][CH2:15][N:14]([CH2:17][CH3:18])[CH2:13][CH2:12]2)=O)=[C:4]([C:19]([F:22])([F:21])[F:20])[CH:3]=1.Cl.O. (3) Given the product [C:30]1([C:36]([C:2]2[N:3]=[CH:4][N:5]([C:7]([C:20]3[CH:21]=[CH:22][CH:23]=[CH:24][CH:25]=3)([C:8]3[CH:9]=[CH:10][CH:11]=[CH:12][CH:13]=3)[C:14]3[CH:15]=[CH:16][CH:17]=[CH:18][CH:19]=3)[CH:6]=2)([OH:40])[CH2:37][CH2:38][CH3:39])[CH:35]=[CH:34][CH:33]=[CH:32][CH:31]=1, predict the reactants needed to synthesize it. The reactants are: I[C:2]1[N:3]=[CH:4][N:5]([C:7]([C:20]2[CH:25]=[CH:24][CH:23]=[CH:22][CH:21]=2)([C:14]2[CH:19]=[CH:18][CH:17]=[CH:16][CH:15]=2)[C:8]2[CH:13]=[CH:12][CH:11]=[CH:10][CH:9]=2)[CH:6]=1.C([Mg]Br)C.[C:30]1([C:36](=[O:40])[CH2:37][CH2:38][CH3:39])[CH:35]=[CH:34][CH:33]=[CH:32][CH:31]=1.[Cl-].[NH4+]. (4) Given the product [Cl:1][CH2:2][CH:3]([CH:5]1[NH:13][C:14](=[O:15])[C@H:16]([CH3:17])[N:18]([CH3:27])[C:19](=[O:26])[CH2:20][CH2:21][CH2:22][CH2:23][CH:24]=[CH:25][CH2:9][CH2:8][C@@H:7]([CH3:12])[CH2:6]1)[OH:4], predict the reactants needed to synthesize it. The reactants are: [Cl:1][CH2:2][CH:3]([C@H:5]([NH:13][C:14]([C@@H:16]([N:18]([CH3:27])[C:19](=[O:26])[CH2:20][CH2:21][CH2:22][CH2:23][CH:24]=[CH2:25])[CH3:17])=[O:15])[CH2:6][CH:7]([CH3:12])[CH2:8][CH2:9]C=C)[OH:4].